From a dataset of Forward reaction prediction with 1.9M reactions from USPTO patents (1976-2016). Predict the product of the given reaction. (1) The product is: [C:1]([O:4][C@@H:5]1[C@@H:13]([C@@:14]2([CH3:41])[CH2:19][CH2:18][C@H:17]([O:20][C:45](=[O:46])[CH3:44])[CH2:16][C@@H:15]2[CH2:21][CH2:22][O:23][Si:24]([C:37]([CH3:40])([CH3:39])[CH3:38])([C:25]2[CH:26]=[CH:27][CH:28]=[CH:29][CH:30]=2)[C:31]2[CH:36]=[CH:35][CH:34]=[CH:33][CH:32]=2)[CH2:12][CH2:11][C@@:10]2([CH3:42])[C@H:6]1[CH2:7][CH2:8][C:9]2=[CH2:43])(=[O:3])[CH3:2]. Given the reactants [C:1]([O:4][C@@H:5]1[C@@H:13]([C@@:14]2([CH3:41])[CH2:19][CH2:18][C@H:17]([OH:20])[CH2:16][C@@H:15]2[CH2:21][CH2:22][O:23][Si:24]([C:37]([CH3:40])([CH3:39])[CH3:38])([C:31]2[CH:36]=[CH:35][CH:34]=[CH:33][CH:32]=2)[C:25]2[CH:30]=[CH:29][CH:28]=[CH:27][CH:26]=2)[CH2:12][CH2:11][C@@:10]2([CH3:42])[C@H:6]1[CH2:7][CH2:8][C:9]2=[CH2:43])(=[O:3])[CH3:2].[CH3:44][C:45](OC(C)=O)=[O:46].O.CCOC(C)=O, predict the reaction product. (2) Given the reactants [CH2:1]([OH:5])[CH2:2][CH2:3][OH:4].[N+](=[C:8]1[CH2:12][CH2:11][O:10][C:9]1=[O:13])=[N-], predict the reaction product. The product is: [OH:4][CH2:3][CH2:2][CH2:1][O:5][CH:8]1[CH2:12][CH2:11][O:10][C:9]1=[O:13]. (3) Given the reactants [CH3:1][O:2][C:3]1[CH:4]=[CH:5][C:6]2[NH:12][C:11](=[O:13])[N:10]([CH:14]3[CH2:19][CH2:18][NH:17][CH2:16][CH2:15]3)[CH2:9][CH2:8][C:7]=2[CH:20]=1.Cl[C:22]1[N:27]=[CH:26][N:25]=[C:24]([C:28]([C:30]2[CH:39]=[CH:38][C:33]3[NH:34][C:35](=[O:37])[O:36][C:32]=3[CH:31]=2)=[O:29])[CH:23]=1.CCN(C(C)C)C(C)C, predict the reaction product. The product is: [CH3:1][O:2][C:3]1[CH:4]=[CH:5][C:6]2[NH:12][C:11](=[O:13])[N:10]([CH:14]3[CH2:19][CH2:18][N:17]([C:22]4[CH:23]=[C:24]([C:28]([C:30]5[CH:39]=[CH:38][C:33]6[NH:34][C:35](=[O:37])[O:36][C:32]=6[CH:31]=5)=[O:29])[N:25]=[CH:26][N:27]=4)[CH2:16][CH2:15]3)[CH2:9][CH2:8][C:7]=2[CH:20]=1. (4) Given the reactants [Br:1][C:2]1[C:3]([O:12][CH3:13])=[CH:4][C:5]([CH3:11])=[C:6]([CH:10]=1)[C:7](O)=O.[C:14]1([O:20][CH2:21][CH3:22])[CH:19]=[CH:18][CH:17]=[CH:16][CH:15]=1, predict the reaction product. The product is: [Br:1][C:2]1[C:3]([O:12][CH3:13])=[CH:4][C:5]([CH3:11])=[C:6]([CH2:7][C:17]2[CH:18]=[CH:19][C:14]([O:20][CH2:21][CH3:22])=[CH:15][CH:16]=2)[CH:10]=1. (5) Given the reactants CC([O-])(C)C.[Na+].C1C=CC(P(C2C(C3C(P(C4C=CC=CC=4)C4C=CC=CC=4)=CC=C4C=3C=CC=C4)=C3C(C=CC=C3)=CC=2)C2C=CC=CC=2)=CC=1.[C:53]1([CH3:62])[CH:58]=[C:57]([CH3:59])[CH:56]=[C:55]([CH3:60])[C:54]=1Br.[Cl:63][C:64]1[CH:69]=[CH:68][C:67]([Cl:70])=[CH:66][C:65]=1[NH2:71], predict the reaction product. The product is: [Cl:63][C:64]1[CH:69]=[CH:68][C:67]([Cl:70])=[CH:66][C:65]=1[NH:71][C:54]1[C:55]([CH3:60])=[CH:56][C:57]([CH3:59])=[CH:58][C:53]=1[CH3:62].